Dataset: Forward reaction prediction with 1.9M reactions from USPTO patents (1976-2016). Task: Predict the product of the given reaction. Given the reactants [CH3:1][O:2][C:3](=[O:8])[CH:4](O)OC.[C:9]1([C@H:15]([NH2:17])[CH3:16])[CH:14]=[CH:13][CH:12]=[CH:11][CH:10]=1, predict the reaction product. The product is: [C:9]1([C@H:15](/[N:17]=[CH:4]\[C:3]([O:2][CH3:1])=[O:8])[CH3:16])[CH:14]=[CH:13][CH:12]=[CH:11][CH:10]=1.